This data is from Forward reaction prediction with 1.9M reactions from USPTO patents (1976-2016). The task is: Predict the product of the given reaction. (1) The product is: [CH:30]([C:32]1[O:36][CH:35]=[C:34]([C:2]2[CH:3]=[N:4][N:5]3[C:10]([C:11]4[CH:12]=[C:13]([NH:17][C:18](=[O:29])[C:19]5[CH:24]=[CH:23][CH:22]=[C:21]([C:25]([F:28])([F:27])[F:26])[CH:20]=5)[CH:14]=[CH:15][CH:16]=4)=[CH:9][CH:8]=[N:7][C:6]=23)[CH:33]=1)=[O:31]. Given the reactants Br[C:2]1[CH:3]=[N:4][N:5]2[C:10]([C:11]3[CH:12]=[C:13]([NH:17][C:18](=[O:29])[C:19]4[CH:24]=[CH:23][CH:22]=[C:21]([C:25]([F:28])([F:27])[F:26])[CH:20]=4)[CH:14]=[CH:15][CH:16]=3)=[CH:9][CH:8]=[N:7][C:6]=12.[CH:30]([C:32]1[O:36][CH:35]=[C:34](B2OC(C)(C)C(C)(C)O2)[CH:33]=1)=[O:31], predict the reaction product. (2) Given the reactants S(Cl)(Cl)=O.[N+:5]([C:8]1[CH:13]=[CH:12][C:11]([N:14]2[CH2:19][CH2:18][CH:17]([CH:20]([C:24]3[CH:29]=[CH:28][CH:27]=[CH:26][CH:25]=3)[C:21]([OH:23])=[O:22])[CH2:16][CH2:15]2)=[CH:10][CH:9]=1)([O-:7])=[O:6].[CH2:30](Cl)Cl, predict the reaction product. The product is: [N+:5]([C:8]1[CH:9]=[CH:10][C:11]([N:14]2[CH2:19][CH2:18][CH:17]([CH:20]([C:24]3[CH:25]=[CH:26][CH:27]=[CH:28][CH:29]=3)[C:21]([O:23][CH3:30])=[O:22])[CH2:16][CH2:15]2)=[CH:12][CH:13]=1)([O-:7])=[O:6]. (3) Given the reactants C([N:8]([CH2:15][C:16](=[O:18])[CH3:17])[CH2:9][C:10]([O:12][CH2:13][CH3:14])=[O:11])C1C=CC=CC=1.[CH3:31][C:30]([O:29][C:27](O[C:27]([O:29][C:30]([CH3:33])([CH3:32])[CH3:31])=[O:28])=[O:28])([CH3:33])[CH3:32], predict the reaction product. The product is: [C:30]([O:29][C:27]([N:8]([CH2:15][C:16](=[O:18])[CH3:17])[CH2:9][C:10]([O:12][CH2:13][CH3:14])=[O:11])=[O:28])([CH3:31])([CH3:32])[CH3:33]. (4) Given the reactants Br[C:2]1[CH:7]=[CH:6][CH:5]=[CH:4][C:3]=1[C:8]1([C:11]([O:13][CH3:14])=[O:12])[CH2:10][CH2:9]1.F[B-](F)(F)F.[C:20]([Si](C)(C)C)#[CH:21].CCN(CC)CC, predict the reaction product. The product is: [C:20]([C:2]1[CH:7]=[CH:6][CH:5]=[CH:4][C:3]=1[C:8]1([C:11]([O:13][CH3:14])=[O:12])[CH2:10][CH2:9]1)#[CH:21]. (5) Given the reactants [C:1]1([C:7]2[NH:15][C:14]3[C:9](=[N:10][CH:11]=[CH:12][CH:13]=3)[C:8]=2[C:16]([O:18][CH2:19][CH3:20])=[O:17])[CH:6]=[CH:5][CH:4]=[CH:3][CH:2]=1.[H-].[Na+].[CH3:23]I.O, predict the reaction product. The product is: [CH3:23][N:15]1[C:14]2[C:9](=[N:10][CH:11]=[CH:12][CH:13]=2)[C:8]([C:16]([O:18][CH2:19][CH3:20])=[O:17])=[C:7]1[C:1]1[CH:2]=[CH:3][CH:4]=[CH:5][CH:6]=1. (6) Given the reactants [F:1][C:2]1[C:3](=[O:9])[NH:4][C:5](=[O:8])[NH:6][CH:7]=1.N12CCCN=C1CCCCC2.Br[CH2:22][CH:23]([CH3:25])[CH3:24], predict the reaction product. The product is: [F:1][C:2]1[C:3](=[O:9])[NH:4][C:5](=[O:8])[N:6]([CH2:22][CH:23]([CH3:25])[CH3:24])[CH:7]=1. (7) Given the reactants FC(F)(F)C(O)=O.C([SiH](CC)CC)C.[CH2:15]([C:17]1[NH:18][C:19]2[C:24]([CH:25]=1)=[CH:23][CH:22]=[CH:21][CH:20]=2)[CH3:16].[N+:26]([C:29]1[CH:36]=[CH:35][C:32]([CH:33]=O)=[CH:31][CH:30]=1)([O-:28])=[O:27].[OH-].[Na+].[Cl-].[Na+], predict the reaction product. The product is: [CH2:15]([C:17]1[NH:18][C:19]2[C:24]([C:25]=1[CH2:33][C:32]1[CH:35]=[CH:36][C:29]([N+:26]([O-:28])=[O:27])=[CH:30][CH:31]=1)=[CH:23][CH:22]=[CH:21][CH:20]=2)[CH3:16]. (8) Given the reactants [NH2:1][C:2]1[CH:7]=[CH:6][C:5]([C:8]2[C:16]3[C:11](=[CH:12][N:13]=[CH:14][CH:15]=3)[NH:10][C:9]=2[C:17]([NH2:19])=[O:18])=[CH:4][CH:3]=1.[CH3:20][O:21][C:22]1[CH:27]=[CH:26][C:25]([N:28]=[C:29]=[O:30])=[CH:24][CH:23]=1, predict the reaction product. The product is: [CH3:20][O:21][C:22]1[CH:27]=[CH:26][C:25]([NH:28][C:29](=[O:30])[NH:1][C:2]2[CH:3]=[CH:4][C:5]([C:8]3[C:16]4[C:11](=[CH:12][N:13]=[CH:14][CH:15]=4)[NH:10][C:9]=3[C:17]([NH2:19])=[O:18])=[CH:6][CH:7]=2)=[CH:24][CH:23]=1. (9) Given the reactants [OH:1][CH2:2][CH:3]1[NH:8][CH2:7][CH2:6][N:5]([C:9]([O:11][C:12]([CH3:15])([CH3:14])[CH3:13])=[O:10])[CH2:4]1.[C:16]([C:18]1[CH:19]=[C:20]([N:24]=[C:25]=[O:26])[CH:21]=[CH:22][CH:23]=1)#[N:17], predict the reaction product. The product is: [C:16]([C:18]1[CH:19]=[C:20]([NH:24][C:25]([N:8]2[CH2:7][CH2:6][N:5]([C:9]([O:11][C:12]([CH3:15])([CH3:14])[CH3:13])=[O:10])[CH2:4][CH:3]2[CH2:2][OH:1])=[O:26])[CH:21]=[CH:22][CH:23]=1)#[N:17]. (10) Given the reactants [CH3:1][CH2:2][O:3][C:4](/[C:6](/Cl)=[N:7]\[OH:8])=[O:5].[C:10]([C:12]1[CH:13]=[C:14]2[C:18](=[CH:19][CH:20]=1)[NH:17][N:16]=[CH:15]2)#[CH:11].C(N(CC)CC)C, predict the reaction product. The product is: [NH:17]1[C:18]2[C:14](=[CH:13][C:12]([C:10]3[O:8][N:7]=[C:6]([C:4]([O:3][CH2:2][CH3:1])=[O:5])[CH:11]=3)=[CH:20][CH:19]=2)[CH:15]=[N:16]1.